Dataset: Experimentally validated miRNA-target interactions with 360,000+ pairs, plus equal number of negative samples. Task: Binary Classification. Given a miRNA mature sequence and a target amino acid sequence, predict their likelihood of interaction. (1) The miRNA is hsa-miR-527 with sequence CUGCAAAGGGAAGCCCUUUC. The protein sequence of the target gene is MATKEKLQCLKDFHKDILKPSPGKSPGTRPEDEADGKPPQREKWSSKIDFVLSVAGGFVGLGNVWRFPYLCYKNGGGAFLIPYFIFLFGSGLPVFFLEVIIGQYTSEGGITCWEKICPLFSGIGYASIVIVSLLNVYYIVILAWATYYLFHSFQKDLPWAHCNHSWNTPQCMEDTLRRNESHWVSLSTANFTSPVIEFWERNVLSLSSGIDNPGSLKWDLALCLLLVWLVCFFCIWKGVRSTGKVVYFTATFPFAMLLVLLVRGLTLPGAGEGIKFYLYPDISRLGDPQVWIDAGTQIFF.... Result: 0 (no interaction). (2) The miRNA is hsa-miR-302a-3p with sequence UAAGUGCUUCCAUGUUUUGGUGA. The protein sequence of the target gene is MGTGAADGSRGARRWLPWLGLFFWAAGAAAARGADGSEILPDSIPSAPGTLPHFIEEPEDAYIIKSNPIALRCKARPAMQIFFKCNGEWVHQNEHVSEESLDESSGLKVREVFINVTRQQVEDFHGPEDYWCQCVAWSHLGTSKSRKASVRIAYLRKNFEQDPQGREVPIEGMIVLHCRPPEGVPAAEVEWLKNEEPIDSEQDENIDTRADHNLIIRQARLSDSGNYTCMAANIVAKRRSLSATVVVYVNGGWSSWTEWSACNVRCGRGWQKRSRTCTNPAPLNGGAFCEGMSVQKITCT.... Result: 0 (no interaction). (3) The miRNA is hsa-miR-6511a-3p with sequence CCUCACCAUCCCUUCUGCCUGC. The protein sequence of the target gene is MVSSVLPNPTSAECWAALLHDPMTLDMDAVLSDFVRSTGAEPGLARDLLEGKNWDLTAALSDYEQLRQVHTANLPHVFNEGRGPKQPEREPQPGHKVERPCLQRQDDIAQEKRLSRGISHASSAIVSLARSHVASECNNEQFPLEMPIYTFQLPDLSVYSEDFRSFIERDLIEQATMVALEQAGRLNWWSTVCTSCKRLLPLATTGDGNCLLHAASLGMWGFHDRDLVLRKALYTMMRTGAEREALKRRWRWQQTQQNKEEEWEREWTELLKLASSEPRTHFSKNGGTGGGVDNSEDPVY.... Result: 0 (no interaction). (4) The miRNA is hsa-miR-4307 with sequence AAUGUUUUUUCCUGUUUCC. The protein sequence of the target gene is MLSKLASLQTIAALRRGVHTSVASATSVATKKTEQGPPSSEYIFERESKYGAHNYHPLPVALERGKGIYMWDVEGRQYFDFLSAYGAVSQGHCHPKIIDAMKSQVDKLTLTSRAFYNNVLGEYEEYITKLFNYNKVLPMNTGVEAGETACKLARRWGYTVKGIQKYKAKIVFADGNFWGRTLSAISSSTDPTSYDGFGPFMPGFETIPYNDLPALERALQDPNVAAFMVEPIQGEAGVIVPDPGYLTGVRELCTRHQVLFIADEIQTGLARTGRWLAVDHENVRPDMVLLGKALSGGLYP.... Result: 0 (no interaction). (5) The miRNA is mmu-miR-208a-5p with sequence GAGCUUUUGGCCCGGGUUAUAC. The protein sequence of the target gene is MSCTIEKALADAKALVERLRDHDDAAESLIEQTTALSKRVEAMKQYQEEIQELNEVARHRPRSTLVMGIQQENRQIRELQQENKELRTSLEEHQSALELIMSKYREQMFRLLMASKKDDPGIIMKLKEQHSKIDMVHRNSCEGFFLDASRHILEAPQHGLERRHLEANQNELQAHVDQITEMAAVMRKAIEIDEQQGCKEQERIFQLEQENKGLREILQITRESFLNLRKDDASESTSLSALVTNSDLSLRKS. Result: 1 (interaction). (6) The miRNA is hsa-miR-92a-3p with sequence UAUUGCACUUGUCCCGGCCUGU. The protein sequence of the target gene is MARKLSVILILTFALSVTNPLHELKAAAFPQTTEKISPNWESGINVDLAISTRQYHLQQLFYRYGENNSLSVEGFRKLLQNIGIDKIKRIHIHHDHDHHSDHEHHSDHERHSDHEHHSEHEHHSDHDHHSHHNHAASGKNKRKALCPDHDSDSSGKDPRNSQGKGAHRPEHASGRRNVKDSVSASEVTSTVYNTVSEGTHFLETIETPRPGKLFPKDVSSSTPPSVTSKSRVSRLAGRKTNESVSEPRKGFMYSRNTNENPQECFNASKLLTSHGMGIQVPLNATEFNYLCPAIINQIDA.... Result: 1 (interaction). (7) The miRNA is hsa-miR-7161-5p with sequence UAAAGACUGUAGAGGCAACUGGU. The protein sequence of the target gene is MDPLSELQDDLTLDDTSQALNQLKLASIDEKNWPSDEMPDFPKSDDSKSSSPEPVTHLKWDDPYYDIARHQIVEVAGDDKYGRKIIVFSACRMPPSHQLDHSKLLGYLKHTLDQYVESDYTLLYLHHGLTSDNKPSLSWLRDAYREFDRKYKKNIKALYIVHPTMFIKTLLILFKPLISFKFGRKIFYVNYLSELSEHVKLEQLGIPRQVLKYDDFLKSTQKSPATAPKPMPPRPPLPNQQFGVSLQHLQEKSPGQDPIPIVLRETVAYLQAHALTTEGIFRRSANTQVVREVQQKYNMG.... Result: 0 (no interaction). (8) The miRNA is hsa-miR-6073 with sequence GGUAGUGAGUUAUCAGCUAC. The protein sequence of the target gene is MAKERCQKRSFQDTLEDIKNRMKEKRNKNLAGIGKRKSFIVAPGQVPTNTATLLRYYQDNNRLLVLALENEKSKVREAQDVILQLRKECYYLTCQLYALKEKLTSRQSEETTQNWKGRPSDVVSSIDNTTRDLSGKSLQQIAVEETDCPYQTTEPSPAVTPETQGCDFDSGKVESTDEVLPRTISIRRHLRKDFSNISHSTTLEDCKASPRVAQSLEVKGSRCREVTVTLHRLENVCLWNKDQISLCSRLINPAKITETEVILSSKPEQIESKHKRARKRRAEQRRTKQRCKSKSSLRSK.... Result: 0 (no interaction). (9) The miRNA is dme-miR-79-3p with sequence UAAAGCUAGAUUACCAAAGCAU. The protein sequence of the target gene is MSGMGENTSDPSRAETRKRKECPDQLGPSPKRSTEKRNREQENKYIEELAELIFANFNDIDNFNFKPDKCAILKETVKQIRQIKEQEKAAAANIDEVQKSDVSSTGQGVIDKDALGPMMLEALDGFFFVVNLEGSVVFVSENVTQYLRYNQEELMNKSVYSILHVGDHTEFVKNLLPKSMVNGGSWSGEPPRRSSHTFNCRMLVKPLPDSEEEGHDSQEAHQKYEAMQCFAVSQPKSIKEEGEDLQSCLICVARRVPMKERPTLPSSESFTTRQDLQGKITSLDTSTMRAAMKPGWEDLV.... Result: 0 (no interaction).